This data is from Forward reaction prediction with 1.9M reactions from USPTO patents (1976-2016). The task is: Predict the product of the given reaction. (1) Given the reactants Cl[C:2]1[N:7]=[N:6][C:5]([CH:8](C#N)[C:9]2[CH:10]=[CH:11][C:12]([F:17])=C([CH:16]=2)C#N)=[CH:4][C:3]=1[CH2:20][CH3:21].Cl.[CH3:23][C:24]([O-:26])=[O:25].[Na+].[OH-:28].[Na+], predict the reaction product. The product is: [CH2:20]([C:3]1[C:2](=[O:28])[NH:7][N:6]=[C:5]([CH2:8][C:9]2[CH:10]=[CH:11][C:12]([F:17])=[C:23]([CH:16]=2)[C:24]([OH:26])=[O:25])[CH:4]=1)[CH3:21]. (2) The product is: [C:1]([S:9][C:11]([CH3:12])([CH2:13][C:14]([CH3:17])([CH3:16])[CH3:15])[CH3:10])(=[S:8])[C:2]1[CH:7]=[CH:6][CH:5]=[CH:4][CH:3]=1. Given the reactants [C:1]([SH:9])(=[S:8])[C:2]1[CH:7]=[CH:6][CH:5]=[CH:4][CH:3]=1.[CH3:10][C:11]([CH2:13][C:14]([CH3:17])([CH3:16])[CH3:15])=[CH2:12], predict the reaction product. (3) The product is: [C:11]([O:15][C:16]([N:7]1[C:8]2[C:4](=[CH:3][C:2]([Br:1])=[CH:10][CH:9]=2)[CH2:5][CH2:6]1)=[O:17])([CH3:14])([CH3:13])[CH3:12]. Given the reactants [Br:1][C:2]1[CH:3]=[C:4]2[C:8](=[CH:9][CH:10]=1)[NH:7][CH2:6][CH2:5]2.[C:11]([O:15][C:16](O[C:16]([O:15][C:11]([CH3:14])([CH3:13])[CH3:12])=[O:17])=[O:17])([CH3:14])([CH3:13])[CH3:12], predict the reaction product. (4) Given the reactants [CH3:1][C@H:2]1[CH2:7][C:6](OS(C(F)(F)F)(=O)=O)=[CH:5][C@H:4]([CH3:16])[N:3]1[C:17]([O:19][C:20]([CH3:23])([CH3:22])[CH3:21])=[O:18].C([O-])(=O)C.[K+].[B:29]1([B:29]2[O:33][C:32]([CH3:35])([CH3:34])[C:31]([CH3:37])([CH3:36])[O:30]2)[O:33][C:32]([CH3:35])([CH3:34])[C:31]([CH3:37])([CH3:36])[O:30]1.O, predict the reaction product. The product is: [CH3:1][C@H:2]1[CH2:7][C:6]([B:29]2[O:33][C:32]([CH3:35])([CH3:34])[C:31]([CH3:37])([CH3:36])[O:30]2)=[CH:5][C@H:4]([CH3:16])[N:3]1[C:17]([O:19][C:20]([CH3:23])([CH3:22])[CH3:21])=[O:18]. (5) The product is: [CH2:2]([O:4][C:5](=[O:8])[CH2:6][NH:7][S:18]([C:15]1[S:14][C:13]([NH:12][C:9](=[O:11])[CH3:10])=[N:17][CH:16]=1)(=[O:19])=[O:20])[CH3:3]. Given the reactants Cl.[CH2:2]([O:4][C:5](=[O:8])[CH2:6][NH2:7])[CH3:3].[C:9]([NH:12][C:13]1[S:14][C:15]([S:18](Cl)(=[O:20])=[O:19])=[CH:16][N:17]=1)(=[O:11])[CH3:10].CCN(C(C)C)C(C)C.Cl, predict the reaction product. (6) Given the reactants [F:1][C:2]1[CH:30]=[C:29]([N+:31]([O-])=O)[CH:28]=[CH:27][C:3]=1[O:4][C:5]1[C:14]2[C:9](=[CH:10][C:11]([O:17][CH2:18][CH2:19][CH2:20][N:21]3[CH2:26][CH2:25][O:24][CH2:23][CH2:22]3)=[C:12]([O:15][CH3:16])[CH:13]=2)[N:8]=[CH:7][CH:6]=1.[H][H], predict the reaction product. The product is: [F:1][C:2]1[CH:30]=[C:29]([NH2:31])[CH:28]=[CH:27][C:3]=1[O:4][C:5]1[C:14]2[C:9](=[CH:10][C:11]([O:17][CH2:18][CH2:19][CH2:20][N:21]3[CH2:26][CH2:25][O:24][CH2:23][CH2:22]3)=[C:12]([O:15][CH3:16])[CH:13]=2)[N:8]=[CH:7][CH:6]=1. (7) Given the reactants [CH3:1][O:2][C:3]1[CH:8]=[CH:7][C:6]([O:9][CH3:10])=[CH:5][C:4]=1B(O)O.Br[C:15]1[CH:16]=[C:17]([CH:19]=[CH:20][CH:21]=1)[NH2:18].C([O-])([O-])=O.[Na+].[Na+], predict the reaction product. The product is: [CH3:1][O:2][C:3]1[CH:8]=[CH:7][C:6]([O:9][CH3:10])=[CH:5][C:4]=1[C:15]1[CH:21]=[CH:20][CH:19]=[C:17]([NH2:18])[CH:16]=1. (8) Given the reactants C[O:2][C:3]([C:5]1[CH:6]=[C:7]([C:15]2([OH:19])[CH2:18][O:17][CH2:16]2)[N:8]2[C:13]=1[C:12]([Cl:14])=[CH:11][CH:10]=[CH:9]2)=[O:4].[OH-].[Na+], predict the reaction product. The product is: [Cl:14][C:12]1[C:13]2[N:8]([C:7]([C:15]3([OH:19])[CH2:16][O:17][CH2:18]3)=[CH:6][C:5]=2[C:3]([OH:4])=[O:2])[CH:9]=[CH:10][CH:11]=1. (9) Given the reactants COC1C=C(OC)C=CC=1C[N:6]([C:38]1[CH:43]=[CH:42][N:41]=[CH:40][N:39]=1)[S:7]([C:10]1[CH:15]=[C:14]([CH3:16])[C:13]([O:17][C@H:18]2[CH2:22][CH2:21][CH2:20][C@@H:19]2[C:23]2[C:24]([N+:34]([O-])=O)=[N:25][N:26](C3CCCCO3)[CH:27]=2)=[CH:12][C:11]=1[F:37])(=[O:9])=[O:8].C([SiH](CC)CC)C.FC(F)(F)C(O)=O.ClCCl, predict the reaction product. The product is: [NH2:34][C:24]1[C:23]([C@H:19]2[CH2:20][CH2:21][CH2:22][C@@H:18]2[O:17][C:13]2[C:14]([CH3:16])=[CH:15][C:10]([S:7]([NH:6][C:38]3[CH:43]=[CH:42][N:41]=[CH:40][N:39]=3)(=[O:9])=[O:8])=[C:11]([F:37])[CH:12]=2)=[CH:27][NH:26][N:25]=1. (10) Given the reactants Cl.[CH2:2]([C:4]([S:30]([CH3:33])(=[O:32])=[O:31])([CH2:15][CH2:16][N:17]1[CH:22]=[CH:21][C:20]([C:23]2[CH:28]=[CH:27][CH:26]=[CH:25][CH:24]=2)=[CH:19][C:18]1=[O:29])[C:5]([NH:7][O:8]C1CCCCO1)=[O:6])[CH3:3], predict the reaction product. The product is: [CH2:2]([C:4]([S:30]([CH3:33])(=[O:32])=[O:31])([CH2:15][CH2:16][N:17]1[CH:22]=[CH:21][C:20]([C:23]2[CH:28]=[CH:27][CH:26]=[CH:25][CH:24]=2)=[CH:19][C:18]1=[O:29])[C:5]([NH:7][OH:8])=[O:6])[CH3:3].